From a dataset of Catalyst prediction with 721,799 reactions and 888 catalyst types from USPTO. Predict which catalyst facilitates the given reaction. (1) Reactant: Cl[C:2]1[CH:7]=[C:6]([N:8]2[CH2:13][CH2:12][N:11]([CH3:14])[CH2:10][CH2:9]2)[N:5]=[C:4]([NH2:15])[N:3]=1.[Br-].[CH:17]12[CH2:26][CH:21]3[CH2:22][CH:23]([CH2:25][CH:19]([CH2:20]3)[CH:18]1[Zn+])[CH2:24]2. Product: [CH:17]12[CH2:26][CH:21]3[CH2:22][CH:23]([CH2:25][CH:19]([CH2:20]3)[CH:18]1[C:2]1[CH:7]=[C:6]([N:8]3[CH2:13][CH2:12][N:11]([CH3:14])[CH2:10][CH2:9]3)[N:5]=[C:4]([NH2:15])[N:3]=1)[CH2:24]2. The catalyst class is: 450. (2) Reactant: [Br:1][C:2]1[CH:7]=[CH:6][C:5]([C:8]2[N:12]([CH:13]3[CH2:17][CH2:16][O:15][CH2:14]3)[N:11]=[CH:10][C:9]=2[C:18]([O:20]CC)=[O:19])=[C:4]([Cl:23])[CH:3]=1.[OH-].[Na+].C(O)C. Product: [Br:1][C:2]1[CH:7]=[CH:6][C:5]([C:8]2[N:12]([CH:13]3[CH2:17][CH2:16][O:15][CH2:14]3)[N:11]=[CH:10][C:9]=2[C:18]([OH:20])=[O:19])=[C:4]([Cl:23])[CH:3]=1. The catalyst class is: 6. (3) Reactant: [CH3:1][O:2][C:3]1[CH:4]=[CH:5][C:6]2[O:10][CH:9]=[CH:8][C:7]=2[CH:11]=1.[Li]CCCC.[B:17](OCCCC)([O:23]CCCC)[O:18]CCCC. Product: [CH3:1][O:2][C:3]1[CH:4]=[CH:5][C:6]2[O:10][C:9]([B:17]([OH:23])[OH:18])=[CH:8][C:7]=2[CH:11]=1. The catalyst class is: 1. (4) Product: [C:1]([O:5][C:6]([N:8]1[CH2:13][CH2:12][N:11]([C:15]2[N:20]=[CH:19][C:18]([O:21][CH3:22])=[CH:17][N:16]=2)[CH2:10][CH2:9]1)=[O:7])([CH3:4])([CH3:2])[CH3:3]. The catalyst class is: 3. Reactant: [C:1]([O:5][C:6]([N:8]1[CH2:13][CH2:12][NH:11][CH2:10][CH2:9]1)=[O:7])([CH3:4])([CH3:3])[CH3:2].Cl[C:15]1[N:20]=[CH:19][C:18]([O:21][CH3:22])=[CH:17][N:16]=1.C(N(CC)CC)C. (5) Reactant: [CH3:1][NH:2][C:3](=[O:13])[C@H:4]([CH2:6][C:7]1[CH:12]=[CH:11][CH:10]=[CH:9][CH:8]=1)[NH2:5].C(=O)[C:15]1[CH:20]=[CH:19][CH:18]=[CH:17][CH:16]=1.O.[C:23]1(C)C=CC(S(O)(=O)=O)=CC=1.C(OCC)(=O)C. Product: [CH2:6]([C@@H:4]1[NH:5][C@H:1]([C:15]2[CH:20]=[CH:19][CH:18]=[CH:17][CH:16]=2)[N:2]([CH3:23])[C:3]1=[O:13])[C:7]1[CH:12]=[CH:11][CH:10]=[CH:9][CH:8]=1. The catalyst class is: 5. (6) The catalyst class is: 1. Reactant: [CH:1]12[CH2:7][CH:4]([CH2:5][CH2:6]1)[CH2:3][C:2]2=[O:8].C([N-]C(C)C)(C)C.[Li+].[CH:17]1([C:20]2[N:24]([C:25]([O:27][C:28]([CH3:31])([CH3:30])[CH3:29])=[O:26])[C:23]3[CH:32]=[C:33]([C:38]4[C:39]([CH3:44])=[N:40][O:41][C:42]=4[CH3:43])[CH:34]=[C:35]([CH:36]=[O:37])[C:22]=3[N:21]=2)[CH2:19][CH2:18]1. Product: [CH:17]1([C:20]2[N:24]([C:25]([O:27][C:28]([CH3:31])([CH3:30])[CH3:29])=[O:26])[C:23]3[CH:32]=[C:33]([C:38]4[C:39]([CH3:44])=[N:40][O:41][C:42]=4[CH3:43])[CH:34]=[C:35]([CH:36]([OH:37])[CH:3]4[C:2](=[O:8])[CH:1]5[CH2:7][CH:4]4[CH2:5][CH2:6]5)[C:22]=3[N:21]=2)[CH2:18][CH2:19]1. (7) Reactant: [NH2:1][CH:2]1[CH2:7][CH2:6][CH:5]([NH:8][C:9]2[CH:16]=[C:15]([N:17]3[C:25]4[CH2:24][C:23]([CH3:27])([CH3:26])[CH2:22][C:21](=[O:28])[C:20]=4[C:19]([C:29]([F:32])([F:31])[F:30])=[N:18]3)[CH:14]=[CH:13][C:10]=2[C:11]#[N:12])[CH2:4][CH2:3]1.CC[OH:35].[OH-].[Na+].OO. Product: [NH2:1][C@H:2]1[CH2:3][CH2:4][C@H:5]([NH:8][C:9]2[CH:16]=[C:15]([N:17]3[C:25]4[CH2:24][C:23]([CH3:27])([CH3:26])[CH2:22][C:21](=[O:28])[C:20]=4[C:19]([C:29]([F:31])([F:32])[F:30])=[N:18]3)[CH:14]=[CH:13][C:10]=2[C:11]([NH2:12])=[O:35])[CH2:6][CH2:7]1. The catalyst class is: 16. (8) Reactant: Br[C:2]1[N:7]=[CH:6][C:5]([NH:8][C:9]([NH:11][CH2:12][CH2:13][CH2:14][CH2:15][N:16]2[CH2:21][CH2:20][CH2:19][CH2:18][CH2:17]2)=[O:10])=[CH:4][CH:3]=1.[CH3:22][O:23][C:24]1[CH:29]=[CH:28][C:27](B(O)O)=[CH:26][CH:25]=1.C(=O)([O-])[O-].[Na+].[Na+]. Product: [CH3:22][O:23][C:24]1[CH:29]=[CH:28][C:27]([C:2]2[N:7]=[CH:6][C:5]([NH:8][C:9]([NH:11][CH2:12][CH2:13][CH2:14][CH2:15][N:16]3[CH2:21][CH2:20][CH2:19][CH2:18][CH2:17]3)=[O:10])=[CH:4][CH:3]=2)=[CH:26][CH:25]=1. The catalyst class is: 790. (9) Reactant: C([O-])(O)=O.[Na+].Br[C:7]1[CH:8]=[CH:9][C:10]([C:13]#[C:14][C:15]2[CH:24]=[CH:23][C:18]([O:19][CH2:20][CH2:21][OH:22])=[C:17]([CH3:25])[CH:16]=2)=[N:11][CH:12]=1.[Cl:26][C:27]1[CH:32]=[CH:31][C:30](OB(O)O)=[CH:29][CH:28]=1. Product: [Cl:26][C:27]1[CH:32]=[CH:31][C:30]([C:7]2[CH:8]=[CH:9][C:10]([C:13]#[C:14][C:15]3[CH:24]=[CH:23][C:18]([O:19][CH2:20][CH2:21][OH:22])=[C:17]([CH3:25])[CH:16]=3)=[N:11][CH:12]=2)=[CH:29][CH:28]=1. The catalyst class is: 12.